Dataset: Reaction yield outcomes from USPTO patents with 853,638 reactions. Task: Predict the reaction yield, written as a fraction of the theoretical maximum amount of product (1.0 means a 100% yield; for example, 0.34 means a 34% yield). (1) The reactants are O[C:2]1[C:11]2[C:6](=[CH:7][CH:8]=[C:9]([N:12]3[CH2:17][CH2:16][O:15][CH2:14][CH2:13]3)[CH:10]=2)[N:5]=[CH:4][C:3]=1[C:18]([O:20][CH2:21][CH3:22])=[O:19].P(Cl)(Cl)([Cl:25])=O. No catalyst specified. The product is [Cl:25][C:2]1[C:11]2[C:6](=[CH:7][CH:8]=[C:9]([N:12]3[CH2:17][CH2:16][O:15][CH2:14][CH2:13]3)[CH:10]=2)[N:5]=[CH:4][C:3]=1[C:18]([O:20][CH2:21][CH3:22])=[O:19]. The yield is 0.770. (2) The reactants are [CH2:1]([O:3][C:4]([C:6]1[C:7]([CH2:18]Br)=[C:8]2[C:13]([Cl:14])=[C:12]([C:15]#[N:16])[CH:11]=[N:10][N:9]2[CH:17]=1)=[O:5])[CH3:2].CO.[C:22]([O-])(O)=[O:23].[Na+]. The catalyst is C(Cl)Cl. The product is [CH2:1]([O:3][C:4]([C:6]1[C:7]([CH2:18][O:23][CH3:22])=[C:8]2[C:13]([Cl:14])=[C:12]([C:15]#[N:16])[CH:11]=[N:10][N:9]2[CH:17]=1)=[O:5])[CH3:2]. The yield is 0.980. (3) The catalyst is C1COCC1.C(N(CC)CC)C.N1C=CC=CC=1. The reactants are C1OCCOCCOCCOCCOCCOC1.[N:19]([O-:21])=[O:20].[K+].II.[Cl:25][C:26]1[C:35]2[O:34][CH2:33][CH:32]=[CH:31][C:30]=2[C:29]([C:36]([NH2:38])=[O:37])=[CH:28][CH:27]=1. The yield is 0.600. The product is [Cl:25][C:26]1[C:35]2[O:34][CH2:33][C:32]([N+:19]([O-:21])=[O:20])=[CH:31][C:30]=2[C:29]([C:36]([NH2:38])=[O:37])=[CH:28][CH:27]=1. (4) The reactants are [CH3:1][O:2][C:3]1[CH:4]=[C:5]([CH2:23][C:24]([O:26]C(C)(C)C)=[O:25])[CH:6]=[CH:7][C:8]=1[NH:9][C:10]([NH:12]C1C=CC=CC=1C(F)(F)F)=[O:11].[C:31](O)([C:33]([F:36])([F:35])[F:34])=O. The catalyst is C(Cl)Cl. The product is [CH3:1][O:2][C:3]1[CH:4]=[C:5]([CH2:23][C:24]([OH:26])=[O:25])[CH:6]=[CH:7][C:8]=1[N:9]([C:5]1[CH:4]=[CH:3][CH:8]=[CH:7][C:31]=1[C:33]([F:36])([F:35])[F:34])[C:10]([NH2:12])=[O:11]. The yield is 0.870. (5) The product is [CH2:1]([O:8][C@@H:9]1[C@@H:14]([O:15][CH2:16][C:17]2[CH:22]=[CH:21][CH:20]=[CH:19][CH:18]=2)[CH2:13][C@@H:12]([CH2:23][OH:24])[O:11][C@H:10]1[N:32]1[C:44]2[C:43]3[NH:45][C:46]4[CH:47]=[C:48]([F:53])[C:49]([F:52])=[CH:50][C:51]=4[C:42]=3[C:41]3[C:54](=[O:58])[NH:55][C:56](=[O:57])[C:40]=3[C:39]=2[C:38]2[C:33]1=[CH:34][C:35]([F:60])=[C:36]([F:59])[CH:37]=2)[C:2]1[CH:3]=[CH:4][CH:5]=[CH:6][CH:7]=1. The yield is 0.410. The catalyst is C(OC(=O)C)(=O)C.C(OCC)(=O)C. The reactants are [CH2:1]([O:8][C@@H:9]1[C@@H:14]([O:15][CH2:16][C:17]2[CH:22]=[CH:21][CH:20]=[CH:19][CH:18]=2)[CH2:13][C@@H:12]([CH2:23][O:24]CC2C=CC=CC=2)[O:11][C@H:10]1[N:32]1[C:44]2[C:43]3[NH:45][C:46]4[CH:47]=[C:48]([F:53])[C:49]([F:52])=[CH:50][C:51]=4[C:42]=3[C:41]3[C:54](=[O:58])[NH:55][C:56](=[O:57])[C:40]=3[C:39]=2[C:38]2[C:33]1=[CH:34][C:35]([F:60])=[C:36]([F:59])[CH:37]=2)[C:2]1[CH:7]=[CH:6][CH:5]=[CH:4][CH:3]=1.II. (6) The reactants are CO[C:3]([CH:5]1[CH2:7][CH2:6]1)=[O:4].[CH:8]1([C:11](=[O:13])[CH3:12])[CH2:10][CH2:9]1.C[O-].[Na+].Cl. The catalyst is CS(C)=O.C1(C)C=CC=CC=1. The product is [CH:5]1([C:3](=[O:4])[CH2:12][C:11]([CH:8]2[CH2:10][CH2:9]2)=[O:13])[CH2:6][CH2:7]1. The yield is 0.780. (7) The reactants are [Cl:1][C:2]1[S:6][C:5]([C:7]([OH:9])=O)=[CH:4][C:3]=1[C:10]1[N:14]([CH3:15])[N:13]=[CH:12][CH:11]=1.[NH2:16][C@@H:17]([CH2:30][C:31]1[CH:36]=[CH:35][CH:34]=[C:33]([C:37]([F:40])([F:39])[F:38])[CH:32]=1)[CH2:18][N:19]1[C:27](=[O:28])[C:26]2[C:21](=[CH:22][CH:23]=[CH:24][CH:25]=2)[C:20]1=[O:29].C1CN([P+](Br)(N2CCCC2)N2CCCC2)CC1.F[P-](F)(F)(F)(F)F.CCN(C(C)C)C(C)C. The catalyst is C(Cl)(Cl)Cl. The product is [Cl:1][C:2]1[S:6][C:5]([C:7]([NH:16][C@@H:17]([CH2:30][C:31]2[CH:36]=[CH:35][CH:34]=[C:33]([C:37]([F:40])([F:38])[F:39])[CH:32]=2)[CH2:18][N:19]2[C:20](=[O:29])[C:21]3[C:26](=[CH:25][CH:24]=[CH:23][CH:22]=3)[C:27]2=[O:28])=[O:9])=[CH:4][C:3]=1[C:10]1[N:14]([CH3:15])[N:13]=[CH:12][CH:11]=1. The yield is 0.690.